Dataset: Full USPTO retrosynthesis dataset with 1.9M reactions from patents (1976-2016). Task: Predict the reactants needed to synthesize the given product. (1) Given the product [CH2:25]([N:24]([CH2:29][CH3:28])[C:22]([C:2]1[CH:3]=[CH:4][C:5]2[C:6](=[O:16])[C:7]3[C:12]([O:13][C:14]=2[CH:15]=1)=[CH:11][CH:10]=[CH:9][CH:8]=3)=[O:21])[CH3:26].[Br:33][C:34]1[CH:35]=[CH:36][C:37]2[C:38](=[C:48]3[CH2:54][CH:53]4[NH:55][CH:50]([CH2:51][CH2:52]4)[CH2:49]3)[C:39]3[C:44]([O:45][C:46]=2[CH:47]=1)=[CH:43][CH:42]=[CH:41][CH:40]=3, predict the reactants needed to synthesize it. The reactants are: Br[C:2]1[CH:3]=[CH:4][C:5]2[C:6](=[O:16])[C:7]3[C:12]([O:13][C:14]=2[CH:15]=1)=[CH:11][CH:10]=[CH:9][CH:8]=3.C([O:21][C:22]([N:24]1[CH:29]2CC[CH:25]1[CH2:26]C(=O)[CH2:28]2)=O)(C)(C)C.[Br:33][C:34]1[CH:35]=[CH:36][C:37]2[C:38](=[C:48]3[CH2:54][CH:53]4[NH:55][CH:50]([CH2:51][CH2:52]4)[CH2:49]3)[C:39]3[C:44]([O:45][C:46]=2[CH:47]=1)=[CH:43][CH:42]=[CH:41][CH:40]=3. (2) Given the product [C:1]([C:3]1[CH:19]=[C:18]([N+:20]([O-:22])=[O:21])[CH:17]=[CH:16][C:4]=1[NH:5][S:6]([C:9]1[CH:14]=[CH:13][C:12]([CH3:15])=[CH:11][CH:10]=1)(=[O:8])=[O:7])#[N:2], predict the reactants needed to synthesize it. The reactants are: [C:1]([C:3]1[CH:19]=[CH:18][CH:17]=[CH:16][C:4]=1[NH:5][S:6]([C:9]1[CH:14]=[CH:13][C:12]([CH3:15])=[CH:11][CH:10]=1)(=[O:8])=[O:7])#[N:2].[N+:20]([O-])([OH:22])=[O:21]. (3) Given the product [CH3:1][C:2]1[S:3][C:4]2[C:13]3[CH:12]([CH2:14][CH2:15][NH:16][C:17](=[O:19])[CH3:18])[CH2:11][CH2:10][C:9]=3[CH:8]=[CH:7][C:5]=2[N:6]=1, predict the reactants needed to synthesize it. The reactants are: [CH3:1][C:2]1[S:3][C:4]2[C:13]3[C:12](=[CH:14][CH2:15][NH:16][C:17](=[O:19])[CH3:18])[CH2:11][CH2:10][C:9]=3[CH:8]=[CH:7][C:5]=2[N:6]=1. (4) Given the product [N+:15]([C:18]1[CH:19]=[CH:20][C:21]([C:22]([NH:14][C:2]2[CH:3]=[CH:4][C:5]3[O:6][C:7]4[CH2:13][CH2:12][CH2:11][CH2:10][C:8]=4[C:9]=3[CH:1]=2)=[O:23])=[CH:25][CH:26]=1)([O-:17])=[O:16], predict the reactants needed to synthesize it. The reactants are: [CH2:1]1[C:9]2[C:8]3[CH:10]=[CH:11][CH:12]=[CH:13][C:7]=3[O:6][C:5]=2[CH2:4][CH2:3][CH:2]1[NH2:14].[N+:15]([C:18]1[CH:26]=[CH:25][C:21]([C:22](Cl)=[O:23])=[CH:20][CH:19]=1)([O-:17])=[O:16].C(N(CC)CC)C. (5) Given the product [F:1][C:2]1[C:3]([NH2:15])=[C:4]([NH:5][CH2:6][CH2:7][CH2:8][CH2:9][O:10][CH3:11])[CH:12]=[CH:13][CH:14]=1, predict the reactants needed to synthesize it. The reactants are: [F:1][C:2]1[C:3]([N+:15]([O-])=O)=[C:4]([CH:12]=[CH:13][CH:14]=1)[NH:5][CH2:6][CH2:7][CH2:8][CH2:9][O:10][CH3:11]. (6) Given the product [C:1]([C@@:18]1([N:26]2[C:36]3[N:35]=[C:33]([NH2:34])[NH:32][C:30](=[O:31])[C:29]=3[N:28]=[CH:27]2)[O:25][C@H:22]([CH2:23][OH:24])[C@@H:20]([OH:21])[CH2:19]1)(=[O:17])[CH2:2][CH2:3][CH3:4], predict the reactants needed to synthesize it. The reactants are: [C:1]([C@@:18]1([N:26]2[C:36]3[N:35]=[C:33]([NH2:34])[NH:32][C:30](=[O:31])[C:29]=3[N:28]=[CH:27]2)[O:25][C@H:22]([CH2:23][OH:24])[C@@H:20]([OH:21])[CH2:19]1)(=[O:17])[CH2:2][CH2:3][CH2:4]CCCCCCCCCCCC.C(Cl)(=O)CCC.C(Cl)(=O)CCCCCCCCCCCCCCC. (7) Given the product [Cl:1][C:2]1[N:3]=[C:4]([NH:11][C:12]2[CH:16]=[C:15]([C:17]([NH:58][C:57]3[CH:59]=[CH:60][CH:61]=[C:55]([O:54][CH3:53])[CH:56]=3)=[O:19])[NH:14][N:13]=2)[C:5]2[O:10][CH:9]=[CH:8][C:6]=2[N:7]=1, predict the reactants needed to synthesize it. The reactants are: [Cl:1][C:2]1[N:3]=[C:4]([NH:11][C:12]2[CH:16]=[C:15]([C:17]([OH:19])=O)[NH:14][N:13]=2)[C:5]2[O:10][CH:9]=[CH:8][C:6]=2[N:7]=1.CN(C(ON1N=NC2C=CC=NC1=2)=[N+](C)C)C.F[P-](F)(F)(F)(F)F.CCN(C(C)C)C(C)C.[CH3:53][O:54][C:55]1[CH:56]=[C:57]([CH:59]=[CH:60][CH:61]=1)[NH2:58]. (8) Given the product [CH2:35]([O:42][C:43]1[CH:44]=[CH:45][C:46]([C@@H:54]([O:57][Si:58]([C:61]([CH3:64])([CH3:63])[CH3:62])([CH3:60])[CH3:59])[CH2:55][NH:84][CH2:83][C:66]2([CH3:65])[CH2:67][CH2:68][N:69]([CH2:72][CH2:73][O:74][CH2:75][CH2:76][C:77]3[CH:78]=[CH:79][CH:80]=[CH:81][CH:82]=3)[CH2:70][CH2:71]2)=[C:47]2[C:52]=1[NH:51][C:50](=[O:53])[CH:49]=[CH:48]2)[C:36]1[CH:41]=[CH:40][CH:39]=[CH:38][CH:37]=1, predict the reactants needed to synthesize it. The reactants are: OC1C=CC([C@@H](O)CN[C@H]2CC[C@H](NCCOCCC3C=CC=CC=3)CC2)=C2C=1NC(=O)C=C2.[CH2:35]([O:42][C:43]1[CH:44]=[CH:45][C:46]([C@@H:54]([O:57][Si:58]([C:61]([CH3:64])([CH3:63])[CH3:62])([CH3:60])[CH3:59])[CH2:55]Br)=[C:47]2[C:52]=1[NH:51][C:50](=[O:53])[CH:49]=[CH:48]2)[C:36]1[CH:41]=[CH:40][CH:39]=[CH:38][CH:37]=1.[CH3:65][C:66]1([CH2:83][NH2:84])[CH2:71][CH2:70][N:69]([CH2:72][CH2:73][O:74][CH2:75][CH2:76][C:77]2[CH:82]=[CH:81][CH:80]=[CH:79][CH:78]=2)[CH2:68][CH2:67]1.[I-].[Na+].C(=O)(O)[O-].[Na+]. (9) Given the product [Cl:23][C:21]1[CH:22]=[C:17]([N:14]2[C:13](=[O:25])[CH:11]3[CH:10]([CH2:9][NH:8][CH2:12]3)[C:15]2=[O:16])[CH:18]=[C:19]([Cl:24])[CH:20]=1, predict the reactants needed to synthesize it. The reactants are: C([N:8]1[CH2:12][CH:11]2[C:13](=[O:25])[N:14]([C:17]3[CH:22]=[C:21]([Cl:23])[CH:20]=[C:19]([Cl:24])[CH:18]=3)[C:15](=[O:16])[CH:10]2[CH2:9]1)C1C=CC=CC=1. (10) The reactants are: [CH:1]1([CH2:4][N:5]2[CH2:11][C:10]3[CH:12]=[C:13]([O:19][CH3:20])[C:14]([N+:16]([O-])=O)=[CH:15][C:9]=3[N:8]([CH3:21])[C:7](=[O:22])[CH2:6]2)[CH2:3][CH2:2]1.C(O)C.C(OCC)(=O)C. Given the product [NH2:16][C:14]1[C:13]([O:19][CH3:20])=[CH:12][C:10]2[CH2:11][N:5]([CH2:4][CH:1]3[CH2:2][CH2:3]3)[CH2:6][C:7](=[O:22])[N:8]([CH3:21])[C:9]=2[CH:15]=1, predict the reactants needed to synthesize it.